This data is from Full USPTO retrosynthesis dataset with 1.9M reactions from patents (1976-2016). The task is: Predict the reactants needed to synthesize the given product. (1) Given the product [F:1][CH2:2][CH2:3][N:4]1[C:16]2[CH2:15][CH2:14][CH2:13][CH:12]([C:17]([Cl:23])=[O:19])[C:11]=2[C:10]2[C:5]1=[CH:6][CH:7]=[CH:8][CH:9]=2, predict the reactants needed to synthesize it. The reactants are: [F:1][CH2:2][CH2:3][N:4]1[C:16]2[CH2:15][CH2:14][CH2:13][CH:12]([C:17]([OH:19])=O)[C:11]=2[C:10]2[C:5]1=[CH:6][CH:7]=[CH:8][CH:9]=2.C(Cl)(=O)C([Cl:23])=O.CN(C=O)C. (2) Given the product [Br:1][C:2]1[CH:13]=[CH:12][C:5]2[N:6]([C:18]3[CH:19]=[CH:20][C:15]([Cl:14])=[CH:16][CH:17]=3)[CH2:7][CH2:8][N:9]([CH3:11])[CH2:10][C:4]=2[CH:3]=1, predict the reactants needed to synthesize it. The reactants are: [Br:1][C:2]1[CH:13]=[CH:12][C:5]2[NH:6][CH2:7][CH2:8][N:9]([CH3:11])[CH2:10][C:4]=2[CH:3]=1.[Cl:14][C:15]1[CH:20]=[CH:19][C:18](I)=[CH:17][CH:16]=1.C(=O)([O-])[O-].[Cs+].[Cs+]. (3) Given the product [ClH:54].[ClH:54].[CH2:1]([C:5]1[CH:6]=[CH:7][C:8]([N:9]([CH:10]2[CH2:11][CH2:12][N:13]([CH2:16][C:17]3[CH:22]=[CH:21][N:20]=[C:19]([C:23]4[CH:28]=[C:27]([O:29][CH3:30])[C:26]([O:31][CH3:32])=[C:25]([O:33][CH3:34])[CH:24]=4)[CH:18]=3)[CH2:14][CH2:15]2)[CH2:53][C:52]2[CH:55]=[CH:56][C:49]([C:41]3[CH:42]=[C:43]([O:47][CH3:48])[C:44]([O:45][CH3:46])=[C:39]([O:38][CH3:37])[CH:40]=3)=[CH:50][CH:51]=2)=[CH:35][CH:36]=1)[CH2:2][CH2:3][CH3:4], predict the reactants needed to synthesize it. The reactants are: [CH2:1]([C:5]1[CH:36]=[CH:35][C:8]([NH:9][CH:10]2[CH2:15][CH2:14][N:13]([CH2:16][C:17]3[CH:22]=[CH:21][N:20]=[C:19]([C:23]4[CH:28]=[C:27]([O:29][CH3:30])[C:26]([O:31][CH3:32])=[C:25]([O:33][CH3:34])[CH:24]=4)[CH:18]=3)[CH2:12][CH2:11]2)=[CH:7][CH:6]=1)[CH2:2][CH2:3][CH3:4].[CH3:37][O:38][C:39]1[CH:40]=[C:41]([C:49]2[CH:56]=[CH:55][C:52]([CH2:53][Cl:54])=[CH:51][CH:50]=2)[CH:42]=[C:43]([O:47][CH3:48])[C:44]=1[O:45][CH3:46]. (4) Given the product [ClH:50].[F:12][C:13]1[CH:18]=[CH:17][C:16]([C:19]2[C:20]([N:25]3[CH2:26][CH2:27][N:28]([CH2:9][CH2:8][C:5]4[C:4]([CH3:11])=[N:3][N:2]([CH3:1])[C:6]=4[CH3:7])[CH2:29][CH2:30]3)=[N:21][CH:22]=[CH:23][N:24]=2)=[CH:15][CH:14]=1, predict the reactants needed to synthesize it. The reactants are: [CH3:1][N:2]1[C:6]([CH3:7])=[C:5]([CH2:8][CH:9]=O)[C:4]([CH3:11])=[N:3]1.[F:12][C:13]1[CH:18]=[CH:17][C:16]([C:19]2[C:20]([N:25]3[CH2:30][CH2:29][NH:28][CH2:27][CH2:26]3)=[N:21][CH:22]=[CH:23][N:24]=2)=[CH:15][CH:14]=1.C(O)(=O)C.C(O[BH-](OC(=O)C)OC(=O)C)(=O)C.[Na+].C(Cl)[Cl:50]. (5) Given the product [N:21]1[C:6]2[CH:8]=[CH:9][S:10][C:5]=2[C:4]([OH:26])=[N:24][C:22]=1[OH:23], predict the reactants needed to synthesize it. The reactants are: ClC1N=[C:4](NC2C=C(C=CC=2)C(O)=O)[C:5]2[S:10][CH2:9][CH2:8][C:6]=2N=1.[NH2:21][C:22]([NH2:24])=[O:23].C.[OH-:26].[Na+].